This data is from Reaction yield outcomes from USPTO patents with 853,638 reactions. The task is: Predict the reaction yield, written as a fraction of the theoretical maximum amount of product (1.0 means a 100% yield; for example, 0.34 means a 34% yield). (1) The reactants are [Cl:1][C:2]1[CH:3]=[C:4]([C:8]2[C:24]([CH3:25])=[C:11]3[N:12]=[C:13]([CH3:23])[C:14]([CH2:17][C:18]([O:20][CH2:21][CH3:22])=[O:19])=[C:15](O)[N:10]3[N:9]=2)[CH:5]=[CH:6][CH:7]=1.CN(C)C1C=CC=CC=1.O=P(Cl)(Cl)[Cl:37]. No catalyst specified. The product is [Cl:37][C:15]1[N:10]2[N:9]=[C:8]([C:4]3[CH:5]=[CH:6][CH:7]=[C:2]([Cl:1])[CH:3]=3)[C:24]([CH3:25])=[C:11]2[N:12]=[C:13]([CH3:23])[C:14]=1[CH2:17][C:18]([O:20][CH2:21][CH3:22])=[O:19]. The yield is 0.980. (2) The reactants are [NH2:1][S:2]([C:5]1[CH:32]=[CH:31][C:8]([CH2:9][NH:10][C:11]([C:13]2[C:14](=[O:30])[N:15]([C:20]3[CH:25]=[CH:24][CH:23]=[C:22]([C:26]([F:29])([F:28])[F:27])[CH:21]=3)[C:16]([CH3:19])=[CH:17][CH:18]=2)=[O:12])=[CH:7][CH:6]=1)(=[O:4])=[O:3].[OH-].[K+].[C:35](Cl)(=[O:37])[CH3:36].Cl. The catalyst is C(Cl)Cl.O. The product is [C:35]([NH:1][S:2]([C:5]1[CH:6]=[CH:7][C:8]([CH2:9][NH:10][C:11]([C:13]2[C:14](=[O:30])[N:15]([C:20]3[CH:25]=[CH:24][CH:23]=[C:22]([C:26]([F:28])([F:27])[F:29])[CH:21]=3)[C:16]([CH3:19])=[CH:17][CH:18]=2)=[O:12])=[CH:31][CH:32]=1)(=[O:3])=[O:4])(=[O:37])[CH3:36]. The yield is 0.410. (3) The reactants are [F:1][C:2]([F:19])([F:18])[C:3]1[CH:4]=[CH:5][CH:6]=[C:7]2[C:12]=1[N:11]=[CH:10][CH:9]=[C:8]2[O:13][CH2:14][C:15]([OH:17])=O.C(Cl)(=O)C(Cl)=O.[CH:26]1[C:31]([NH2:32])=[CH:30][CH:29]=[C:28]([S:33]([NH:36][C:37]2[S:41][CH:40]=[CH:39][N:38]=2)(=[O:35])=[O:34])[CH:27]=1.N1C=CC=CC=1. The catalyst is C(Cl)Cl. The product is [S:41]1[CH:40]=[CH:39][N:38]=[C:37]1[NH:36][S:33]([C:28]1[CH:27]=[CH:26][C:31]([NH:32][C:15](=[O:17])[CH2:14][O:13][C:8]2[C:7]3[C:12](=[C:3]([C:2]([F:1])([F:19])[F:18])[CH:4]=[CH:5][CH:6]=3)[N:11]=[CH:10][CH:9]=2)=[CH:30][CH:29]=1)(=[O:35])=[O:34]. The yield is 0.690. (4) The reactants are [Cl:1][C:2]1[CH:3]=[C:4](N2C=NC(COS(C)(=O)=O)=N2)[CH:5]=[CH:6][CH:7]=1.C(=O)([O-])[O-].[K+].[K+].[CH:25]1([N:28]2[C:32]([C:33]3[CH:38]=[CH:37][N:36]=[CH:35][CH:34]=3)=[N:31][NH:30][C:29]2=[S:39])[CH2:27][CH2:26]1. The catalyst is C(#N)C.CCOC(C)=O. The product is [Cl:1][C:2]1[CH:3]=[C:4]([SH:39]([CH2:33][C:32]2[N:28]=[CH:29][NH:30][N:31]=2)[C:29]2[N:28]([CH:25]3[CH2:27][CH2:26]3)[C:32]([C:33]3[CH:38]=[CH:37][N:36]=[CH:35][CH:34]=3)=[N:31][N:30]=2)[CH:5]=[CH:6][CH:7]=1. The yield is 0.380.